Dataset: Reaction yield outcomes from USPTO patents with 853,638 reactions. Task: Predict the reaction yield, written as a fraction of the theoretical maximum amount of product (1.0 means a 100% yield; for example, 0.34 means a 34% yield). (1) The reactants are Cl.C[O:3][C:4](=[O:39])[C:5]1[CH:10]=[CH:9][C:8]([CH2:11][O:12][C:13]2[CH:18]=[CH:17][C:16]([CH2:19][C@H:20]([NH2:38])[C:21]3[N:22]([CH2:34][CH2:35][CH2:36][CH3:37])[CH:23]=[C:24]([C:26]4[CH:31]=[CH:30][C:29]([Cl:32])=[CH:28][C:27]=4[Cl:33])[N:25]=3)=[CH:15][CH:14]=2)=[CH:7][CH:6]=1.[OH:40][C:41]1[CH:46]=[CH:45][C:44]([CH:47]=[CH:48][C:49](O)=[O:50])=[CH:43][CH:42]=1. No catalyst specified. The product is [CH2:34]([N:22]1[CH:23]=[C:24]([C:26]2[CH:31]=[CH:30][C:29]([Cl:32])=[CH:28][C:27]=2[Cl:33])[N:25]=[C:21]1[C@@H:20]([NH:38][C:49](=[O:50])[CH:48]=[CH:47][C:44]1[CH:45]=[CH:46][C:41]([OH:40])=[CH:42][CH:43]=1)[CH2:19][C:16]1[CH:17]=[CH:18][C:13]([O:12][CH2:11][C:8]2[CH:7]=[CH:6][C:5]([C:4]([OH:3])=[O:39])=[CH:10][CH:9]=2)=[CH:14][CH:15]=1)[CH2:35][CH2:36][CH3:37]. The yield is 0.620. (2) The reactants are Br[C:2]1[CH:3]=[C:4]([O:24][CH3:25])[CH:5]=[C:6]2[C:11]=1[N:10]=[C:9]([C:12]([OH:14])=O)[CH:8]=[C:7]2[O:15][CH2:16][O:17][CH2:18][CH2:19][Si:20]([CH3:23])([CH3:22])[CH3:21].[N:26]1([C:32]2[CH:37]=[CH:36][C:35]([NH-:38])=[CH:34][CH:33]=2)[CH2:31][CH2:30][O:29][CH2:28][CH2:27]1.[CH3:39][N:40]1[CH2:46][CH2:45][CH2:44][NH:43][CH2:42][CH2:41]1.C1C=CC(P(C2C(C3C(P(C4C=CC=CC=4)C4C=CC=CC=4)=CC=C4C=3C=CC=C4)=C3C(C=CC=C3)=CC=2)C2C=CC=CC=2)=CC=1.C(=O)([O-])[O-].[Cs+].[Cs+]. The catalyst is C1(C)C=CC=CC=1. The product is [N:26]1([C:32]2[CH:33]=[CH:34][C:35]([NH:38][C:12]([C:9]3[CH:8]=[C:7]([O:15][CH2:16][O:17][CH2:18][CH2:19][Si:20]([CH3:23])([CH3:22])[CH3:21])[C:6]4[C:11](=[C:2]([N:43]5[CH2:44][CH2:45][CH2:46][N:40]([CH3:39])[CH2:41][CH2:42]5)[CH:3]=[C:4]([O:24][CH3:25])[CH:5]=4)[N:10]=3)=[O:14])=[CH:36][CH:37]=2)[CH2:27][CH2:28][O:29][CH2:30][CH2:31]1. The yield is 0.810. (3) The reactants are [Br:1][C:2]1[CH:11]=[C:10]2[C:5]([CH:6]=[CH:7][N:8]=[C:9]2[OH:12])=[CH:4][CH:3]=1.C(O[C:18](=O)[C:19]1[CH:24]=[CH:23][C:22]([CH2:25]Br)=[CH:21][CH:20]=1)(C)(C)C.C(=O)([O-])[O-].[Cs+].[Cs+].C[N:35](C)C=O. No catalyst specified. The product is [Br:1][C:2]1[CH:11]=[C:10]2[C:5]([CH:6]=[CH:7][N:8]([CH2:18][C:19]3[CH:24]=[CH:23][C:22]([C:25]#[N:35])=[CH:21][CH:20]=3)[C:9]2=[O:12])=[CH:4][CH:3]=1. The yield is 0.863. (4) The reactants are Br[C:2]1[CH:7]=[CH:6][C:5]([C:8]2([C:11]([N:13]3[CH2:17][CH2:16][C@@:15]4([C:21]5[CH:22]=[CH:23][CH:24]=[CH:25][C:20]=5[C:19](=[O:26])[O:18]4)[CH2:14]3)=[O:12])[CH2:10][CH2:9]2)=[CH:4][CH:3]=1.C([Sn](CCCC)(CCCC)[C:32]1[CH:37]=[CH:36][N:35]=[CH:34][CH:33]=1)CCC.C(P(C(C)(C)C)C(C)(C)C)(C)(C)C.[F-].[K+]. The catalyst is O1CCCC1.C1C=CC(/C=C/C(/C=C/C2C=CC=CC=2)=O)=CC=1.C1C=CC(/C=C/C(/C=C/C2C=CC=CC=2)=O)=CC=1.C1C=CC(/C=C/C(/C=C/C2C=CC=CC=2)=O)=CC=1.[Pd].[Pd]. The product is [N:35]1[CH:36]=[CH:37][C:32]([C:2]2[CH:3]=[CH:4][C:5]([C:8]3([C:11]([N:13]4[CH2:17][CH2:16][C:15]5([C:21]6[CH:22]=[CH:23][CH:24]=[CH:25][C:20]=6[C:19](=[O:26])[O:18]5)[CH2:14]4)=[O:12])[CH2:10][CH2:9]3)=[CH:6][CH:7]=2)=[CH:33][CH:34]=1. The yield is 0.130. (5) The reactants are [C:1]([C:5]1[CH:10]=[CH:9][CH:8]=[CH:7][C:6]=1[OH:11])([CH3:4])([CH3:3])[CH3:2].[OH-].[Na+].[OH-].[I-:15].[Na+].Cl[O-].[Na+].S([O-])([O-])(=O)=S.[Na+].[Na+].Cl. The catalyst is CO. The product is [C:1]([C:5]1[CH:10]=[C:9]([I:15])[CH:8]=[CH:7][C:6]=1[OH:11])([CH3:4])([CH3:2])[CH3:3]. The yield is 0.750. (6) The reactants are [Cl:1][C:2]1[CH:14]=[CH:13][C:12]2[C:11]3[C:6](=[CH:7][C:8]([Cl:15])=[CH:9][CH:10]=3)[CH2:5][C:4]=2[CH:3]=1.Br[CH2:17][CH2:18][CH2:19][CH2:20][CH2:21][CH3:22]. No catalyst specified. The product is [Cl:1][C:2]1[CH:14]=[CH:13][C:12]2[C:11]3[C:6](=[CH:7][C:8]([Cl:15])=[CH:9][CH:10]=3)[C:5]([CH2:13][CH2:14][CH2:2][CH2:3][CH2:4][CH3:12])([CH2:17][CH2:18][CH2:19][CH2:20][CH2:21][CH3:22])[C:4]=2[CH:3]=1. The yield is 0.910. (7) The reactants are Cl.[Cl:2][C:3]1[C:4]([F:24])=[C:5]([NH:10][C:11]2[C:20]3[C:15](=[CH:16][C:17]([OH:23])=[C:18]([O:21][CH3:22])[CH:19]=3)[N:14]=[CH:13][N:12]=2)[CH:6]=[CH:7][C:8]=1[Cl:9].C(=O)([O-])[O-].[K+].[K+].CS(O[CH2:36][CH:37]1[CH2:46][N:45]2[CH:40]([CH2:41][CH2:42][CH2:43][CH2:44]2)[CH2:39][CH2:38]1)(=O)=O. The catalyst is CN(C)C=O. The product is [Cl:2][C:3]1[C:4]([F:24])=[C:5]([NH:10][C:11]2[C:20]3[C:15](=[CH:16][C:17]([O:23][CH2:36][CH:37]4[CH2:46][N:45]5[CH:40]([CH2:41][CH2:42][CH2:43][CH2:44]5)[CH2:39][CH2:38]4)=[C:18]([O:21][CH3:22])[CH:19]=3)[N:14]=[CH:13][N:12]=2)[CH:6]=[CH:7][C:8]=1[Cl:9]. The yield is 0.140. (8) The reactants are Cl.[NH2:2][C:3]1[C:11]([OH:12])=[C:10]2[C:6]([CH2:7][CH2:8][CH:9]2[CH2:13][CH2:14][NH:15][C:16](=[O:18])[CH3:17])=[CH:5][CH:4]=1.[CH3:19][O:20][C:21](OC)(OC)OC. The catalyst is O1CCCC1.C(OCC)(=O)C.C(=O)([O-])O.[Na+]. The product is [CH3:19][O:20][C:21]1[O:12][C:11]2[C:10]3[CH:9]([CH2:13][CH2:14][NH:15][C:16](=[O:18])[CH3:17])[CH2:8][CH2:7][C:6]=3[CH:5]=[CH:4][C:3]=2[N:2]=1. The yield is 0.580.